From a dataset of Full USPTO retrosynthesis dataset with 1.9M reactions from patents (1976-2016). Predict the reactants needed to synthesize the given product. The reactants are: [CH3:1][O:2][CH2:3][C@@H:4]1[CH2:8][CH2:7][CH2:6][N:5]1[NH2:9].[CH2:10]=O.O. Given the product [CH3:1][O:2][CH2:3][C@@H:4]1[CH2:8][CH2:7][CH2:6][N:5]1[N:9]=[CH2:10], predict the reactants needed to synthesize it.